From a dataset of TCR-epitope binding with 47,182 pairs between 192 epitopes and 23,139 TCRs. Binary Classification. Given a T-cell receptor sequence (or CDR3 region) and an epitope sequence, predict whether binding occurs between them. (1) The epitope is IQYIDIGNY. The TCR CDR3 sequence is CASSLRGGWVRGYTF. Result: 0 (the TCR does not bind to the epitope). (2) The epitope is TLIGDCATV. The TCR CDR3 sequence is CASSFLGHTGELFF. Result: 1 (the TCR binds to the epitope). (3) The epitope is LLDFVRFMGV. The TCR CDR3 sequence is CASKEKKGLETSGNLTDTQYF. Result: 0 (the TCR does not bind to the epitope). (4) Result: 1 (the TCR binds to the epitope). The TCR CDR3 sequence is CASSHSSMVYNEQFF. The epitope is ILGLPTQTV. (5) Result: 0 (the TCR does not bind to the epitope). The TCR CDR3 sequence is CASMKGNYEQYF. The epitope is GLIYNRMGAVTTEV. (6) The epitope is ILGLPTQTV. The TCR CDR3 sequence is CASSQDFIGSGEQFF. Result: 1 (the TCR binds to the epitope).